From a dataset of NCI-60 drug combinations with 297,098 pairs across 59 cell lines. Regression. Given two drug SMILES strings and cell line genomic features, predict the synergy score measuring deviation from expected non-interaction effect. (1) Drug 1: C1=CC=C(C=C1)NC(=O)CCCCCCC(=O)NO. Drug 2: C1=CC=C(C(=C1)C(C2=CC=C(C=C2)Cl)C(Cl)Cl)Cl. Cell line: KM12. Synergy scores: CSS=5.54, Synergy_ZIP=-1.98, Synergy_Bliss=4.38, Synergy_Loewe=-13.9, Synergy_HSA=0.713. (2) Drug 1: CCC1(CC2CC(C3=C(CCN(C2)C1)C4=CC=CC=C4N3)(C5=C(C=C6C(=C5)C78CCN9C7C(C=CC9)(C(C(C8N6C)(C(=O)OC)O)OC(=O)C)CC)OC)C(=O)OC)O.OS(=O)(=O)O. Drug 2: COC1=NC(=NC2=C1N=CN2C3C(C(C(O3)CO)O)O)N. Cell line: KM12. Synergy scores: CSS=-2.02, Synergy_ZIP=-0.0795, Synergy_Bliss=-2.05, Synergy_Loewe=-2.97, Synergy_HSA=-2.69.